This data is from Catalyst prediction with 721,799 reactions and 888 catalyst types from USPTO. The task is: Predict which catalyst facilitates the given reaction. (1) Reactant: [F:1][C:2]1[CH:7]=[CH:6][CH:5]=[CH:4][C:3]=1[C:8]([N:10]1[CH2:15][CH2:14][CH:13]([O:16][C:17]2[C:22]([CH3:23])=[CH:21][C:20]([N+:24]([O-])=O)=[CH:19][N:18]=2)[CH2:12][CH2:11]1)=[O:9]. Product: [NH2:24][C:20]1[CH:21]=[C:22]([CH3:23])[C:17]([O:16][CH:13]2[CH2:14][CH2:15][N:10]([C:8]([C:3]3[CH:4]=[CH:5][CH:6]=[CH:7][C:2]=3[F:1])=[O:9])[CH2:11][CH2:12]2)=[N:18][CH:19]=1. The catalyst class is: 63. (2) Reactant: [Cl-].[CH3:2][O:3][CH2:4][P+](C1C=CC=CC=1)(C1C=CC=CC=1)C1C=CC=CC=1.CC(C)([O-])C.[K+].[C:30]([O:34][C:35](=[O:52])[CH2:36][CH2:37][C@H:38]([NH:41][C:42]([O:44][CH2:45][C:46]1[CH:51]=[CH:50][CH:49]=[CH:48][CH:47]=1)=[O:43])[CH:39]=O)([CH3:33])([CH3:32])[CH3:31].C(OCC)(=O)C. Product: [C:30]([O:34][C:35](=[O:52])[CH2:36][CH2:37][C@H:38]([NH:41][C:42]([O:44][CH2:45][C:46]1[CH:51]=[CH:50][CH:49]=[CH:48][CH:47]=1)=[O:43])/[CH:39]=[CH:2]/[O:3][CH3:4])([CH3:33])([CH3:32])[CH3:31]. The catalyst class is: 7. (3) Reactant: [N+:1]([C:4]1[CH:9]=[CH:8][C:7]([S:10][CH2:11][CH2:12][N:13]2[CH:17]=[N:16][CH:15]=[N:14]2)=[CH:6][CH:5]=1)([O-])=O.[Cl-].[Ca+2].[Cl-]. Product: [N:13]1([CH2:12][CH2:11][S:10][C:7]2[CH:8]=[CH:9][C:4]([NH2:1])=[CH:5][CH:6]=2)[CH:17]=[N:16][CH:15]=[N:14]1. The catalyst class is: 8. (4) Reactant: [CH3:1][C:2]1[CH:7]=[CH:6][C:5]([CH3:8])=[CH:4][C:3]=1[CH2:9][C:10]([NH:12][C:13]1([C:21](NC2C=CC=CC=2)=[O:22])[CH2:18][CH2:17][CH:16]([O:19][CH3:20])[CH2:15][CH2:14]1)=[O:11].CC(C)([O-])C.[K+].CN(C=O)C. Product: [CH3:1][C:2]1[CH:7]=[CH:6][C:5]([CH3:8])=[CH:4][C:3]=1[C:9]1[C:10](=[O:11])[NH:12][C:13]2([CH2:18][CH2:17][CH:16]([O:19][CH3:20])[CH2:15][CH2:14]2)[C:21]=1[OH:22]. The catalyst class is: 25. (5) Reactant: B(Br)(Br)Br.CO[C:7](=[O:23])[C:8]1[CH:17]=[CH:16][CH:15]=[C:10]([C:11]([O:13][CH3:14])=[O:12])[C:9]=1[N:18]1[CH:22]=[CH:21][CH:20]=[CH:19]1.O. Product: [CH3:14][O:13][C:11]([C:10]1[CH:15]=[CH:16][CH:17]=[C:8]2[C:9]=1[N:18]1[CH:19]=[CH:20][CH:21]=[C:22]1[C:7]2=[O:23])=[O:12]. The catalyst class is: 4. (6) Reactant: C(OC(NCC(C)(C)C(O)=O)=O)(C)(C)C.[CH3:16][O:17][C:18]([C:20]12[CH2:29][CH:24]3[CH2:25][CH:26]([CH2:28][CH:22]([CH:23]3N)[CH2:21]1)[CH2:27]2)=[O:19].CCN=C=NCCCN(C)C.C1C=CC2N(O)N=NC=2C=1. Product: [CH3:16][O:17][C:18]([C:20]12[CH2:29][CH:24]3[CH2:25][CH:26]([CH2:28][CH:22]([CH2:23]3)[CH2:21]1)[CH2:27]2)=[O:19]. The catalyst class is: 2. (7) Reactant: [C:1]1([S:7]([NH:10][C:11]([C:13]2[N:18]=[C:17]3[N:19]([CH2:23][C:24]4[CH:29]=[CH:28][C:27]([C:30]([OH:32])=[O:31])=[CH:26][C:25]=4[Cl:33])[C:20]([CH3:22])=[N:21][C:16]3=[CH:15][CH:14]=2)=[O:12])(=[O:9])=[O:8])[CH:6]=[CH:5][CH:4]=[CH:3][CH:2]=1.[CH2:34](O)[CH3:35].Cl.C(N=C=NCCCN(C)C)C.ON1C2C=CC=CC=2N=N1.Cl. Product: [C:1]1([S:7]([NH:10][C:11]([C:13]2[N:18]=[C:17]3[N:19]([CH2:23][C:24]4[CH:29]=[CH:28][C:27]([C:30]([O:32][CH2:34][CH3:35])=[O:31])=[CH:26][C:25]=4[Cl:33])[C:20]([CH3:22])=[N:21][C:16]3=[CH:15][CH:14]=2)=[O:12])(=[O:8])=[O:9])[CH:2]=[CH:3][CH:4]=[CH:5][CH:6]=1. The catalyst class is: 255. (8) Reactant: [CH3:1][C:2]1[CH:3]=[N:4][N:5]([CH2:7]O)[CH:6]=1.S(Cl)([Cl:11])=O. Product: [ClH:11].[Cl:11][CH2:7][N:5]1[CH:6]=[C:2]([CH3:1])[CH:3]=[N:4]1. The catalyst class is: 4. (9) Reactant: Cl[C:2]1[N:9]=[CH:8][CH:7]=[CH:6][C:3]=1[C:4]#[N:5].[CH3:10][O:11][C:12]1[CH:19]=[CH:18][C:15]([CH2:16][NH2:17])=[CH:14][CH:13]=1.C(N(CC)C(C)C)(C)C. The catalyst class is: 41. Product: [CH3:10][O:11][C:12]1[CH:19]=[CH:18][C:15]([CH2:16][NH:17][C:2]2[N:9]=[CH:8][CH:7]=[CH:6][C:3]=2[C:4]#[N:5])=[CH:14][CH:13]=1. (10) Reactant: [CH2:1]([O:8][C:9]([N:11]1[CH2:15][CH:14]([OH:16])[CH2:13][CH:12]1[C:17]([OH:19])=O)=[O:10])[C:2]1[CH:7]=[CH:6][CH:5]=[CH:4][CH:3]=1.O[N:21]1[C:25]2[CH:26]=[CH:27][CH:28]=[CH:29][C:24]=2N=N1.Cl.CN(C)[CH2:33][CH2:34][CH2:35]N=C=NCC.[CH:42](N(C(C)C)CC)(C)C. Product: [CH2:1]([O:8][C:9]([N:11]1[CH2:15][CH:14]([OH:16])[CH2:13][CH:12]1[C:17](=[O:19])[NH:21][CH:25]1[C:24]2[C:29](=[CH:42][CH:35]=[CH:34][CH:33]=2)[CH2:28][CH2:27][CH2:26]1)=[O:10])[C:2]1[CH:3]=[CH:4][CH:5]=[CH:6][CH:7]=1. The catalyst class is: 42.